The task is: Predict the reaction yield, written as a fraction of the theoretical maximum amount of product (1.0 means a 100% yield; for example, 0.34 means a 34% yield).. This data is from Reaction yield outcomes from USPTO patents with 853,638 reactions. (1) The reactants are [C:1]([O:5][C:6]([NH:8][C:9]1([CH3:25])[CH2:14][CH2:13][CH2:12][N:11](C(OCC2C=CC=CC=2)=O)[CH2:10]1)=[O:7])([CH3:4])([CH3:3])[CH3:2]. The catalyst is CO.[Pd]. The product is [CH3:25][C:9]1([NH:8][C:6](=[O:7])[O:5][C:1]([CH3:4])([CH3:3])[CH3:2])[CH2:14][CH2:13][CH2:12][NH:11][CH2:10]1. The yield is 0.720. (2) The reactants are [N:1]1[CH:6]=[CH:5][CH:4]=[CH:3][C:2]=1[CH3:7].[Li+].[CH3:9]CC[CH2-].[CH:13]1(CBr)[CH2:18][CH2:17][CH2:16][CH2:15][CH2:14]1. The catalyst is C1COCC1. The product is [N:1]1[CH:6]=[CH:5][CH:4]=[CH:3][C:2]=1[CH:7]([CH:13]1[CH2:18][CH2:17][CH2:16][CH2:15][CH2:14]1)[CH3:9]. The yield is 0.890. (3) The reactants are [CH3:1][N:2]1[C:10]2[C:5](=[CH:6][CH:7]=[CH:8][CH:9]=2)[C:4]([CH2:11][CH2:12][NH2:13])=[CH:3]1.CS(C)=[O:16].[ClH:18]. No catalyst specified. The product is [ClH:18].[NH2:13][CH2:12][CH2:11][CH:4]1[C:5]2[C:10](=[CH:9][CH:8]=[CH:7][CH:6]=2)[N:2]([CH3:1])[C:3]1=[O:16]. The yield is 0.450. (4) The catalyst is O1CCCC1. The reactants are [C:1]1([C:7]2[C:15]([C:16]3[CH:21]=[CH:20][N:19]=[C:18]([NH2:22])[CH:17]=3)=[C:10]3[NH:11][CH2:12][CH2:13][CH2:14][N:9]3[N:8]=2)[CH:6]=[CH:5][CH:4]=[CH:3][CH:2]=1.C(N(CC)CC)C.[C:30](Cl)(=[O:32])[CH3:31].O. The product is [C:1]1([C:7]2[C:15]([C:16]3[CH:21]=[CH:20][N:19]=[C:18]([NH:22][C:30](=[O:32])[CH3:31])[CH:17]=3)=[C:10]3[NH:11][CH2:12][CH2:13][CH2:14][N:9]3[N:8]=2)[CH:2]=[CH:3][CH:4]=[CH:5][CH:6]=1. The yield is 0.0800. (5) The reactants are [Cl:1][C:2]1[CH:10]=[C:6]([C:7]([OH:9])=O)[C:5]([OH:11])=[CH:4][CH:3]=1.[NH2:12][C:13]1[S:14][CH:15]=[C:16]([C:18]2[CH:23]=[CH:22][C:21]([Cl:24])=[C:20]([Cl:25])[CH:19]=2)[N:17]=1. No catalyst specified. The product is [Cl:1][C:2]1[CH:3]=[CH:4][C:5]([OH:11])=[C:6]([CH:10]=1)[C:7]([NH:12][C:13]1[S:14][CH:15]=[C:16]([C:18]2[CH:23]=[CH:22][C:21]([Cl:24])=[C:20]([Cl:25])[CH:19]=2)[N:17]=1)=[O:9]. The yield is 0.151. (6) The reactants are N[C:2]1[CH:3]=[C:4]([NH:12][C:13]([C:15]2[C:24](=[O:25])[C:23]3[C:18](=[CH:19][CH:20]=[CH:21][CH:22]=3)[NH:17][CH:16]=2)=[O:14])[CH:5]=[CH:6][C:7]=1[C:8]([CH3:11])([CH3:10])[CH3:9].[C:26](O)(=O)C.C=O.[C:32]([BH3-])#[N:33].[Na+]. The catalyst is C(Cl)Cl.CO.CCOCC. The product is [CH3:26][N:33]([CH3:32])[C:2]1[CH:3]=[C:4]([NH:12][C:13]([C:15]2[C:24](=[O:25])[C:23]3[C:18](=[CH:19][CH:20]=[CH:21][CH:22]=3)[NH:17][CH:16]=2)=[O:14])[CH:5]=[CH:6][C:7]=1[C:8]([CH3:11])([CH3:10])[CH3:9]. The yield is 0.170. (7) The reactants are Cl.[NH2:2][OH:3].C(=O)(O)[O-].[Na+].[OH:9][CH2:10][C:11]1[CH:18]=[CH:17][C:14]([C:15]#[N:16])=[CH:13][CH:12]=1. The catalyst is CO. The product is [OH:3][NH:2][C:15](=[NH:16])[C:14]1[CH:17]=[CH:18][C:11]([CH2:10][OH:9])=[CH:12][CH:13]=1. The yield is 0.480.